This data is from Forward reaction prediction with 1.9M reactions from USPTO patents (1976-2016). The task is: Predict the product of the given reaction. (1) Given the reactants COC1C=CC(C[N:8]2[C:16]3[C:11](=[CH:12][C:13]([CH3:17])=[CH:14][CH:15]=3)[C:10]([CH3:19])([CH3:18])[C:9]2=[O:20])=CC=1.Br.C([O-])([O-])=[O:25].[Na+].[Na+], predict the reaction product. The product is: [OH:25][C:14]1[CH:15]=[C:16]2[C:11]([C:10]([CH3:19])([CH3:18])[C:9](=[O:20])[NH:8]2)=[CH:12][C:13]=1[CH3:17]. (2) Given the reactants Br[C:2]1[CH:7]=[CH:6][N:5]([CH2:8][C:9]([O:11][C:12]([CH3:15])([CH3:14])[CH3:13])=[O:10])[C:4](=[O:16])[CH:3]=1.[Br:17][C:18]1[CH:23]=[CH:22][C:21]([Cl:24])=[CH:20][C:19]=1B(O)O, predict the reaction product. The product is: [Br:17][C:18]1[CH:23]=[CH:22][C:21]([Cl:24])=[CH:20][C:19]=1[C:2]1[CH:7]=[CH:6][N:5]([CH2:8][C:9]([O:11][C:12]([CH3:15])([CH3:14])[CH3:13])=[O:10])[C:4](=[O:16])[CH:3]=1. (3) Given the reactants [CH3:1][O:2][C:3]1[CH:9]=[CH:8][C:6]([NH2:7])=[CH:5][CH:4]=1.C(N(CC)CC)C.[Cl-].ClC1N(C)CC[NH+]1C.[CH3:26][O:27][C:28]1[C:29](=[O:56])[C:30]([CH3:55])=[C:31]([CH2:37][C:38]2[CH:39]=[CH:40][C:41]([O:47][CH2:48][C:49]3[CH:50]=[N:51][CH:52]=[CH:53][CH:54]=3)=[C:42]([CH:46]=2)[C:43](O)=[O:44])[C:32](=[O:36])[C:33]=1[O:34][CH3:35], predict the reaction product. The product is: [CH3:26][O:27][C:28]1[C:29](=[O:56])[C:30]([CH3:55])=[C:31]([CH2:37][C:38]2[CH:39]=[CH:40][C:41]([O:47][CH2:48][C:49]3[CH:50]=[N:51][CH:52]=[CH:53][CH:54]=3)=[C:42]([CH:46]=2)[C:43]([NH:7][C:6]2[CH:8]=[CH:9][C:3]([O:2][CH3:1])=[CH:4][CH:5]=2)=[O:44])[C:32](=[O:36])[C:33]=1[O:34][CH3:35]. (4) Given the reactants [CH3:1][O:2][C:3]1[CH:8]=[C:7]([N:9]2[CH2:14][CH2:13][CH2:12][CH2:11][CH2:10]2)[C:6]([N+:15]([O-])=O)=[CH:5][C:4]=1[NH:18][C:19]1[N:24]=[C:23]([N:25]2[CH:29]=[C:28]([CH:30]=O)[C:27]([CH3:32])=[N:26]2)[C:22]([CH3:33])=[CH:21][N:20]=1.Cl.[NH:35]1[CH2:38][CH:37]([OH:39])[CH2:36]1, predict the reaction product. The product is: [OH:39][CH:37]1[CH2:38][N:35]([CH2:30][C:28]2[C:27]([CH3:32])=[N:26][N:25]([C:23]3[C:22]([CH3:33])=[CH:21][N:20]=[C:19]([NH:18][C:4]4[C:3]([O:2][CH3:1])=[CH:8][C:7]([N:9]5[CH2:10][CH2:11][CH2:12][CH2:13][CH2:14]5)=[C:6]([NH:15][C:3](=[O:2])[CH:4]=[CH2:5])[CH:5]=4)[N:24]=3)[CH:29]=2)[CH2:36]1. (5) Given the reactants [Cl:1][C:2]1[N:3]=[C:4](Cl)[C:5]2[N:10]=[CH:9][S:8][C:6]=2[N:7]=1.[CH3:12][O:13][C:14]1[CH:15]=[C:16]([NH2:22])[CH:17]=[CH:18][C:19]=1[O:20][CH3:21].CCN(C(C)C)C(C)C.O, predict the reaction product. The product is: [Cl:1][C:2]1[N:3]=[C:4]([NH:22][C:16]2[CH:17]=[CH:18][C:19]([O:20][CH3:21])=[C:14]([O:13][CH3:12])[CH:15]=2)[C:5]2[N:10]=[CH:9][S:8][C:6]=2[N:7]=1. (6) Given the reactants CON(C)[C:4]([C@H:6]1[CH2:10][CH2:9][CH2:8][N:7]1[C:11]([O:13][C:14]([CH3:17])([CH3:16])[CH3:15])=[O:12])=[O:5].[CH2:19]([O:26][C:27]1[CH:32]=[CH:31][C:30]([Mg]Br)=[CH:29][CH:28]=1)[C:20]1[CH:25]=[CH:24][CH:23]=[CH:22][CH:21]=1, predict the reaction product. The product is: [CH2:19]([O:26][C:27]1[CH:32]=[CH:31][C:30]([C:4]([C@H:6]2[CH2:10][CH2:9][CH2:8][N:7]2[C:11]([O:13][C:14]([CH3:15])([CH3:16])[CH3:17])=[O:12])=[O:5])=[CH:29][CH:28]=1)[C:20]1[CH:25]=[CH:24][CH:23]=[CH:22][CH:21]=1. (7) The product is: [CH2:1]([C:51]1[CH:46]=[CH:47][C:48]([C:52]2[O:53][C:54]([CH3:78])=[C:55]([CH2:57][N:58]3[C:66]4[C:61](=[CH:62][C:63]([C:67]([OH:76])([C:68]([F:69])([F:71])[F:70])[C:72]([F:74])([F:75])[F:73])=[CH:64][CH:65]=4)[CH2:60][CH:59]3[CH3:77])[N:56]=2)=[CH:49][CH:50]=1)[CH3:2]. Given the reactants [CH3:1][CH:2]1CC2C(=CC=C(C(O[Si](CC)(CC)CC)(C(F)(F)F)C(F)(F)F)C=2)N1.C(C1C=C(C2OC(C)=C(CCl)N=2)C=CC=1)C.C([C:46]1[CH:47]=[C:48]([C:52]2[O:53][C:54]([CH3:78])=[C:55]([CH2:57][N:58]3[C:66]4[C:61](=[CH:62][C:63]([C:67]([OH:76])([C:72]([F:75])([F:74])[F:73])[C:68]([F:71])([F:70])[F:69])=[CH:64][CH:65]=4)[CH2:60][CH:59]3[CH3:77])[N:56]=2)[CH:49]=[CH:50][CH:51]=1)C, predict the reaction product. (8) Given the reactants [CH2:1]([O:8][C@@H:9]1[C@@H:15]([O:16][CH2:17][C:18]2[CH:23]=[CH:22][CH:21]=[CH:20][CH:19]=2)[C@H:14]([O:24][CH2:25][C:26]2[CH:31]=[CH:30][CH:29]=[CH:28][CH:27]=2)[C@@H:13]([CH2:32][O:33][CH2:34][C:35]2[CH:40]=[CH:39][CH:38]=[CH:37][CH:36]=2)[O:12][C:10]1([C:41]1[S:45][C:44]2[C:46]([CH2:50][C:51]3[CH:56]=[CH:55][C:54]([CH3:57])=[CH:53][CH:52]=3)=[CH:47][CH:48]=[CH:49][C:43]=2[CH:42]=1)O)[C:2]1[CH:7]=[CH:6][CH:5]=[CH:4][CH:3]=1.C([SiH](CC)CC)C.C(=O)([O-])[O-].[K+].[K+], predict the reaction product. The product is: [CH2:1]([O:8][C@@H:9]1[C@@H:15]([O:16][CH2:17][C:18]2[CH:19]=[CH:20][CH:21]=[CH:22][CH:23]=2)[C@H:14]([O:24][CH2:25][C:26]2[CH:31]=[CH:30][CH:29]=[CH:28][CH:27]=2)[C@@H:13]([CH2:32][O:33][CH2:34][C:35]2[CH:40]=[CH:39][CH:38]=[CH:37][CH:36]=2)[O:12][C@H:10]1[C:41]1[S:45][C:44]2[C:46]([CH2:50][C:51]3[CH:52]=[CH:53][C:54]([CH3:57])=[CH:55][CH:56]=3)=[CH:47][CH:48]=[CH:49][C:43]=2[CH:42]=1)[C:2]1[CH:7]=[CH:6][CH:5]=[CH:4][CH:3]=1. (9) Given the reactants [CH3:1][NH:2][S:3]([C:6]1[CH:11]=[CH:10][C:9](B(O)O)=[CH:8][CH:7]=1)(=[O:5])=[O:4].[C:15]([O:19][C:20](=[O:29])[NH:21][C:22]1[CH:27]=[CH:26][CH:25]=[C:24](Br)[N:23]=1)([CH3:18])([CH3:17])[CH3:16].C([O-])([O-])=O.[K+].[K+], predict the reaction product. The product is: [CH3:1][NH:2][S:3]([C:6]1[CH:11]=[CH:10][C:9]([C:24]2[N:23]=[C:22]([NH:21][C:20](=[O:29])[O:19][C:15]([CH3:17])([CH3:16])[CH3:18])[CH:27]=[CH:26][CH:25]=2)=[CH:8][CH:7]=1)(=[O:5])=[O:4]. (10) Given the reactants [OH:1][C:2]1[CH:3]=[C:4]([CH:9]=[C:10]([OH:12])[CH:11]=1)[C:5]([O:7][CH3:8])=[O:6].C(=O)([O-])[O-].[K+].[K+].[CH2:19](Br)[C:20]1[CH:25]=[CH:24][CH:23]=[CH:22][CH:21]=1, predict the reaction product. The product is: [CH3:8][O:7][C:5](=[O:6])[C:4]1[CH:3]=[C:2]([OH:1])[CH:11]=[C:10]([O:12][CH2:19][C:20]2[CH:25]=[CH:24][CH:23]=[CH:22][CH:21]=2)[CH:9]=1.